From a dataset of Forward reaction prediction with 1.9M reactions from USPTO patents (1976-2016). Predict the product of the given reaction. Given the reactants [F:1][C:2]1[CH:7]=[CH:6][C:5]([C:8]2[CH:13]=[CH:12][N:11]=[CH:10][C:9]=2[NH:14][CH2:15][CH:16]2[CH2:21][CH2:20][CH2:19][CH2:18][O:17]2)=[C:4]([O:22][CH3:23])[CH:3]=1.[CH3:24][S:25]([C:28]1[CH:29]=[C:30]([CH:34]=[C:35]([C:37]([F:40])([F:39])[F:38])[CH:36]=1)[C:31](O)=[O:32])(=[O:27])=[O:26], predict the reaction product. The product is: [F:1][C:2]1[CH:7]=[CH:6][C:5]([C:8]2[CH:13]=[CH:12][N:11]=[CH:10][C:9]=2[N:14]([CH2:15][CH:16]2[CH2:21][CH2:20][CH2:19][CH2:18][O:17]2)[C:31](=[O:32])[C:30]2[CH:34]=[C:35]([C:37]([F:40])([F:38])[F:39])[CH:36]=[C:28]([S:25]([CH3:24])(=[O:27])=[O:26])[CH:29]=2)=[C:4]([O:22][CH3:23])[CH:3]=1.